This data is from Reaction yield outcomes from USPTO patents with 853,638 reactions. The task is: Predict the reaction yield, written as a fraction of the theoretical maximum amount of product (1.0 means a 100% yield; for example, 0.34 means a 34% yield). The reactants are [CH3:1][O:2][C:3]1[N:12]=[C:11](O)[C:10]2[C:5](=[CH:6][C:7]([O:14][CH3:15])=[CH:8][CH:9]=2)[N:4]=1.O=P(Cl)(Cl)[Cl:18]. No catalyst specified. The product is [Cl:18][C:11]1[C:10]2[C:5](=[CH:6][C:7]([O:14][CH3:15])=[CH:8][CH:9]=2)[N:4]=[C:3]([O:2][CH3:1])[N:12]=1. The yield is 0.360.